From a dataset of HIV replication inhibition screening data with 41,000+ compounds from the AIDS Antiviral Screen. Binary Classification. Given a drug SMILES string, predict its activity (active/inactive) in a high-throughput screening assay against a specified biological target. (1) The drug is Oc1ccc2c(c1)OCC1c3ccccc3OC21. The result is 0 (inactive). (2) The molecule is CC(=O)NNc1ncc(C(=O)C=Cc2ccccc2C)s1. The result is 0 (inactive). (3) The compound is O=C(NN=Cc1ccc[nH]1)c1ccncc1. The result is 0 (inactive). (4) The drug is COc1cccc2c(N)c3cccc(C(=O)NCCN(C)C)c3nc12.Cl. The result is 0 (inactive).